Dataset: Full USPTO retrosynthesis dataset with 1.9M reactions from patents (1976-2016). Task: Predict the reactants needed to synthesize the given product. (1) Given the product [CH3:28][C:26]1[CH:25]=[CH:24][N:23]2[C:19]([C:16]3[CH:15]=[CH:14][C:13]4[C:18](=[C:9]([OH:8])[CH:10]=[CH:11][CH:12]=4)[N:17]=3)=[N:20][N:21]=[C:22]2[CH:27]=1, predict the reactants needed to synthesize it. The reactants are: [Si]([O:8][C:9]1[CH:10]=[CH:11][CH:12]=[C:13]2[C:18]=1[N:17]=[C:16]([C:19]1[N:23]3[CH:24]=[CH:25][C:26]([CH3:28])=[CH:27][C:22]3=[N:21][N:20]=1)[CH:15]=[CH:14]2)(C(C)(C)C)(C)C.[F-].C([N+](CCCC)(CCCC)CCCC)CCC. (2) Given the product [CH3:1][O:2][C:3](=[O:25])[CH2:4][C:5]1[CH:10]=[C:9]([Br:11])[C:8]([O:12][C:13]2[CH:14]=[C:15]([CH:21]([CH3:23])[CH3:22])[C:16]([O:19][CH3:20])=[CH:17][C:18]=2[C:32](=[O:33])[C:28]2[CH:29]=[CH:30][CH:31]=[C:26]([CH3:35])[CH:27]=2)=[C:7]([Br:24])[CH:6]=1, predict the reactants needed to synthesize it. The reactants are: [CH3:1][O:2][C:3](=[O:25])[CH2:4][C:5]1[CH:10]=[C:9]([Br:11])[C:8]([O:12][C:13]2[CH:18]=[CH:17][C:16]([O:19][CH3:20])=[C:15]([CH:21]([CH3:23])[CH3:22])[CH:14]=2)=[C:7]([Br:24])[CH:6]=1.[C:26]1([CH3:35])[CH:31]=[CH:30][CH:29]=[C:28]([C:32](Cl)=[O:33])[CH:27]=1. (3) Given the product [NH2:1][C:4]1[CH:9]=[CH:8][C:7]([NH:10][C:11](=[O:18])[CH2:12][N:13]2[CH:17]=[CH:16][CH:15]=[N:14]2)=[CH:6][CH:5]=1, predict the reactants needed to synthesize it. The reactants are: [N+:1]([C:4]1[CH:9]=[CH:8][C:7]([NH:10][C:11](=[O:18])[CH2:12][N:13]2[CH:17]=[CH:16][CH:15]=[N:14]2)=[CH:6][CH:5]=1)([O-])=O. (4) Given the product [CH3:1][C:2]1[C:11]([NH:12][C:13]([C:15]2[C:20]([CH3:21])=[CH:19][CH:18]=[C:17]([C:22]3[CH:27]=[CH:26][CH:25]=[CH:24][CH:23]=3)[N:16]=2)=[O:14])=[C:10]([CH3:28])[CH:9]=[CH:8][C:3]=1[C:4]([OH:6])=[O:5], predict the reactants needed to synthesize it. The reactants are: [CH3:1][C:2]1[C:11]([NH:12][C:13]([C:15]2[C:20]([CH3:21])=[CH:19][CH:18]=[C:17]([C:22]3[CH:27]=[CH:26][CH:25]=[CH:24][CH:23]=3)[N:16]=2)=[O:14])=[C:10]([CH3:28])[CH:9]=[CH:8][C:3]=1[C:4]([O:6]C)=[O:5].[OH-].[Na+].Cl.